This data is from Reaction yield outcomes from USPTO patents with 853,638 reactions. The task is: Predict the reaction yield, written as a fraction of the theoretical maximum amount of product (1.0 means a 100% yield; for example, 0.34 means a 34% yield). (1) The reactants are [C:1]([C:3]1[CH:8]=[CH:7][CH:6]=[CH:5][C:4]=1[N:9]1[CH2:14][CH2:13][NH:12][CH2:11][CH2:10]1)#[N:2].[C:15]([O-:18])([O-])=[O:16].[K+].[K+]. The catalyst is C1COCC1.O.CCOC(C)=O. The product is [C:15]([N:12]1[CH2:13][CH2:14][N:9]([C:4]2[CH:5]=[CH:6][CH:7]=[CH:8][C:3]=2[C:1]#[N:2])[CH2:10][CH2:11]1)([O:18][C:3]([CH3:8])([CH3:4])[CH3:1])=[O:16]. The yield is 0.880. (2) The reactants are [Br:1][C:2]1[CH:7]=[CH:6][N:5]2[C:8]([S:14](Cl)(=[O:16])=[O:15])=[C:9]([CH:11]([CH3:13])[CH3:12])[N:10]=[C:4]2[CH:3]=1.Cl.[F:19][C:20]1([F:24])[CH2:23][NH:22][CH2:21]1.C(N(CC)CC)C.C(=O)([O-])O.[Na+]. The catalyst is C(#N)C. The product is [Br:1][C:2]1[CH:7]=[CH:6][N:5]2[C:8]([S:14]([N:22]3[CH2:23][C:20]([F:24])([F:19])[CH2:21]3)(=[O:16])=[O:15])=[C:9]([CH:11]([CH3:13])[CH3:12])[N:10]=[C:4]2[CH:3]=1. The yield is 0.940. (3) The yield is 0.291. The reactants are [Cl:1][C:2]1[CH:3]=[CH:4][CH:5]=[C:6]2[C:11]=1[NH:10][C:9](=[O:12])[NH:8][C:7]2=[O:13].C[Si](C)(C)N[Si](C)(C)C.S(=O)(=O)(O)O.Br[CH2:29][C:30]1[CH:31]=[C:32]([CH:37]=[CH:38][CH:39]=1)[C:33]([O:35][CH3:36])=[O:34]. The product is [Cl:1][C:2]1[CH:3]=[CH:4][CH:5]=[C:6]2[C:11]=1[NH:10][C:9](=[O:12])[N:8]([CH2:29][C:30]1[CH:39]=[CH:38][CH:37]=[C:32]([C:33]([O:35][CH3:36])=[O:34])[CH:31]=1)[C:7]2=[O:13]. The catalyst is C1(C)C=CC=CC=1.O1CCOCC1.CO.CN(C=O)C. (4) The reactants are [C:1]1([C:7](=[N:14][CH2:15][C:16]#[N:17])[C:8]2[CH:13]=[CH:12][CH:11]=[CH:10][CH:9]=2)[CH:6]=[CH:5][CH:4]=[CH:3][CH:2]=1.C([Li])CCC.[F:23][CH2:24][CH2:25][CH2:26]I. The catalyst is C1COCC1. The product is [C:1]1([C:7](=[N:14][CH:15]([CH2:26][CH2:25][CH2:24][F:23])[C:16]#[N:17])[C:8]2[CH:9]=[CH:10][CH:11]=[CH:12][CH:13]=2)[CH:2]=[CH:3][CH:4]=[CH:5][CH:6]=1. The yield is 0.730. (5) The reactants are [OH:1][CH2:2][C@@H:3]1[CH:7]([CH:8]([CH3:11])[CH2:9][OH:10])[O:6][C:5](=[O:12])[NH:4]1.[C:13]1([CH3:23])[CH:18]=[CH:17][C:16]([S:19](Cl)(=[O:21])=[O:20])=[CH:15][CH:14]=1.CCO[C:27]([CH3:29])=O. The catalyst is N1C=CC=CC=1. The product is [CH3:23][C:13]1[CH:18]=[CH:17][C:16]([S:19]([O:10][CH2:9][CH:8]([CH:7]2[O:6][C:5](=[O:12])[NH:4][C@@H:3]2[CH2:2][O:1][S:19]([C:27]2[CH:29]=[CH:18][C:13]([CH3:23])=[CH:14][CH:15]=2)(=[O:21])=[O:20])[CH3:11])(=[O:21])=[O:20])=[CH:15][CH:14]=1. The yield is 0.680. (6) The reactants are [Cl:1][CH:2]1[CH2:7][CH2:6][N:5]([C:8]2[CH:13]=[CH:12][N:11]=[CH:10][C:9]=2[N+:14]([O-])=O)[CH2:4][CH:3]1[NH:17][P:18](=[O:25])([O:22][CH2:23][CH3:24])[O:19][CH2:20][CH3:21]. The catalyst is CCOC(C)=O.[Pd]. The product is [NH2:14][C:9]1[CH:10]=[N:11][CH:12]=[CH:13][C:8]=1[N:5]1[CH2:6][CH2:7][CH:2]([Cl:1])[CH:3]([NH:17][P:18](=[O:25])([O:22][CH2:23][CH3:24])[O:19][CH2:20][CH3:21])[CH2:4]1. The yield is 0.830. (7) The yield is 0.144. The catalyst is CN(C)C=O.O. The product is [Cl:13][CH2:12][CH2:11][O:1][C:2]1[CH:3]=[N:4][CH:5]=[CH:6][CH:7]=1. The reactants are [OH:1][C:2]1[CH:3]=[N:4][CH:5]=[CH:6][CH:7]=1.[H-].[Na+].Br[CH2:11][CH2:12][Cl:13].[Na+].[Cl-]. (8) The reactants are [F:1][CH:2]([F:12])[O:3][C:4]1[CH:9]=[CH:8][C:7]([C:10]#[CH:11])=[CH:6][CH:5]=1.[CH2:13]([O:15][C:16](=[O:29])[CH:17]=[C:18]1[CH2:21][CH:20]([C:22]2[CH:27]=[CH:26][CH:25]=[C:24](Br)[CH:23]=2)[CH2:19]1)[CH3:14].C(N(CC)CC)C. The catalyst is [Cu](I)I.C1C=CC([P]([Pd]([P](C2C=CC=CC=2)(C2C=CC=CC=2)C2C=CC=CC=2)([P](C2C=CC=CC=2)(C2C=CC=CC=2)C2C=CC=CC=2)[P](C2C=CC=CC=2)(C2C=CC=CC=2)C2C=CC=CC=2)(C2C=CC=CC=2)C2C=CC=CC=2)=CC=1.ClCCl. The product is [CH2:13]([O:15][C:16](=[O:29])[CH:17]=[C:18]1[CH2:21][CH:20]([C:22]2[CH:27]=[CH:26][CH:25]=[C:24]([C:11]#[C:10][C:7]3[CH:8]=[CH:9][C:4]([O:3][CH:2]([F:12])[F:1])=[CH:5][CH:6]=3)[CH:23]=2)[CH2:19]1)[CH3:14]. The yield is 0.550. (9) The reactants are O.O.O.O.O.O.O.O.[OH-].[Ba+2].[OH-].O.[I:13][C:14]1[CH:15]=[CH:16][C:17]2[N:18]([CH:20]=[C:21]([NH:23]C(=O)OCC)[N:22]=2)[N:19]=1. The catalyst is CN1CCCC1=O. The product is [I:13][C:14]1[CH:15]=[CH:16][C:17]2[N:18]([CH:20]=[C:21]([NH2:23])[N:22]=2)[N:19]=1. The yield is 0.760. (10) The reactants are [F:1][C:2]1[CH:3]=[C:4]([O:19][CH3:20])[CH:5]=[C:6]2[C:10]=1[NH:9][C:8]([C:11]1[CH:12]=[N:13][N:14]([CH3:16])[CH:15]=1)=[C:7]2[CH:17]=O.[CH3:21][NH:22][C:23]([NH:25][C:26]1[CH:27]=[CH:28][C:29]2[O:33][CH2:32][C:31](=[O:34])[C:30]=2[CH:35]=1)=[O:24]. The catalyst is Cl.CCO.CCOC(C)=O. The product is [F:1][C:2]1[CH:3]=[C:4]([O:19][CH3:20])[CH:5]=[C:6]2[C:10]=1[NH:9][C:8]([C:11]1[CH:12]=[N:13][N:14]([CH3:16])[CH:15]=1)=[C:7]2/[CH:17]=[C:32]1\[O:33][C:29]2[CH:28]=[CH:27][C:26]([NH:25][C:23]([NH:22][CH3:21])=[O:24])=[CH:35][C:30]=2[C:31]\1=[O:34]. The yield is 0.320.